From a dataset of Reaction yield outcomes from USPTO patents with 853,638 reactions. Predict the reaction yield, written as a fraction of the theoretical maximum amount of product (1.0 means a 100% yield; for example, 0.34 means a 34% yield). (1) The reactants are Br[C:2]1[CH:3]=[CH:4][C:5]2[C:11]3[S:12][C:13]([C:15]([N:17]([C:19]4[CH:24]=[CH:23][C:22]([C:25](=[O:29])[N:26]([CH3:28])[CH3:27])=[CH:21][C:20]=4[Cl:30])[CH3:18])=[O:16])=[CH:14][C:10]=3[CH2:9][CH2:8][O:7][C:6]=2[CH:31]=1.[CH3:32][OH:33].CN([CH:37]=[O:38])C. The catalyst is C1C=CC(P(C2C=CC=CC=2)[C-]2C=CC=C2)=CC=1.C1C=CC(P(C2C=CC=CC=2)[C-]2C=CC=C2)=CC=1.[Fe+2].CC([O-])=O.CC([O-])=O.[Pd+2]. The product is [Cl:30][C:20]1[CH:21]=[C:22]([C:25](=[O:29])[N:26]([CH3:28])[CH3:27])[CH:23]=[CH:24][C:19]=1[N:17]([CH3:18])[C:15]([C:13]1[S:12][C:11]2[C:5]3[CH:4]=[CH:3][C:2]([C:32]([O:38][CH3:37])=[O:33])=[CH:31][C:6]=3[O:7][CH2:8][CH2:9][C:10]=2[CH:14]=1)=[O:16]. The yield is 0.890. (2) The reactants are [Cl:1][C:2]1[CH:3]=[C:4]([CH:8]=[CH:9][N:10]=1)[C:5]([OH:7])=O.S(Cl)(Cl)=O.Cl.[NH2:16][C:17]1[CH:26]=[C:25]([C:27]2[C:36]3[C:31](=[CH:32][C:33]([O:42][CH2:43][CH3:44])=[C:34]4[O:39][C:38]([CH3:41])([CH3:40])[CH2:37][C:35]4=3)[CH2:30][C:29]([CH3:46])([CH3:45])[N:28]=2)[CH:24]=[CH:23][C:18]=1[C:19]([O:21][CH3:22])=[O:20]. The catalyst is C1(C)C=CC=CC=1.CN(C)C=O.CN(C)C1C=CN=CC=1. The product is [Cl:1][C:2]1[CH:3]=[C:4]([C:5]([NH:16][C:17]2[CH:26]=[C:25]([C:27]3[C:36]4[C:31](=[CH:32][C:33]([O:42][CH2:43][CH3:44])=[C:34]5[O:39][C:38]([CH3:41])([CH3:40])[CH2:37][C:35]5=4)[CH2:30][C:29]([CH3:45])([CH3:46])[N:28]=3)[CH:24]=[CH:23][C:18]=2[C:19]([O:21][CH3:22])=[O:20])=[O:7])[CH:8]=[CH:9][N:10]=1. The yield is 0.660. (3) The reactants are [CH2:1]([O:3][C:4]1[CH:5]=[C:6]2[C:11](=[CH:12][C:13]=1[O:14][CH3:15])[N:10]=[CH:9][N:8]=[C:7]2[S:16][C:17]1[CH:18]=[C:19]([CH:21]=[CH:22][CH:23]=1)[NH2:20])[CH3:2].[F:24][C:25]([F:45])([F:44])[C:26]([C:29]1[O:33][N:32]=[C:31]([NH:34][C:35](=O)[O:36]C2C=CC=CC=2)[CH:30]=1)([CH3:28])[CH3:27]. The catalyst is C1COCC1.CN(C)C1C=CN=CC=1. The product is [CH2:1]([O:3][C:4]1[CH:5]=[C:6]2[C:11](=[CH:12][C:13]=1[O:14][CH3:15])[N:10]=[CH:9][N:8]=[C:7]2[S:16][C:17]1[CH:18]=[C:19]([NH:20][C:35]([NH:34][C:31]2[CH:30]=[C:29]([C:26]([CH3:28])([CH3:27])[C:25]([F:45])([F:44])[F:24])[O:33][N:32]=2)=[O:36])[CH:21]=[CH:22][CH:23]=1)[CH3:2]. The yield is 0.210. (4) The reactants are [C:1]1([C:7]2[CH:16]=[CH:15][CH:14]=[C:13]3[C:8]=2[C:9]([NH:25][CH2:26][C:27]2[CH:32]=[CH:31][CH:30]=[CH:29][N:28]=2)=[N:10][C:11]([C:17]2[CH:18]=[N:19][CH:20]=[C:21]([CH:24]=2)[C:22]#[N:23])=[N:12]3)[CH:6]=[CH:5][CH:4]=[CH:3][CH:2]=1. The catalyst is N.CO.[Ni]. The product is [NH2:23][CH2:22][C:21]1[CH:24]=[C:17]([C:11]2[N:10]=[C:9]([NH:25][CH2:26][C:27]3[CH:32]=[CH:31][CH:30]=[CH:29][N:28]=3)[C:8]3[C:13](=[CH:14][CH:15]=[CH:16][C:7]=3[C:1]3[CH:6]=[CH:5][CH:4]=[CH:3][CH:2]=3)[N:12]=2)[CH:18]=[N:19][CH:20]=1. The yield is 0.500. (5) The reactants are [Cl:1][C:2]1[C:3]([CH3:18])=[C:4]([Cl:17])[C:5]2[O:10][CH2:9][C:8](=[O:11])[N:7]([CH2:12][CH2:13][CH2:14]Cl)[C:6]=2[CH:16]=1.C([O-])([O-])=O.[K+].[K+].[Na+].[I-].[CH2:27]([CH:31]1[CH2:36][CH2:35][NH:34][CH2:33][CH2:32]1)[CH2:28][CH2:29][CH3:30]. The catalyst is CCCCCCC.CCOC(C)=O. The product is [CH2:27]([CH:31]1[CH2:36][CH2:35][N:34]([CH2:14][CH2:13][CH2:12][N:7]2[C:6]3[CH:16]=[C:2]([Cl:1])[C:3]([CH3:18])=[C:4]([Cl:17])[C:5]=3[O:10][CH2:9][C:8]2=[O:11])[CH2:33][CH2:32]1)[CH2:28][CH2:29][CH3:30]. The yield is 0.470. (6) The reactants are Br[C:2]1[CH:7]=[CH:6][C:5]([S:8]([N:11]2[CH2:15][CH2:14][CH2:13][CH2:12]2)(=[O:10])=[O:9])=[CH:4][CH:3]=1.[C:16]([C:18]1[N:22]([CH3:23])[C:21](B(O)O)=[CH:20][CH:19]=1)#[N:17].[F-].[K+].C(P(C(C)(C)C)C(C)(C)C)(C)(C)C. The catalyst is C1C=CC(/C=C/C(/C=C/C2C=CC=CC=2)=O)=CC=1.C1C=CC(/C=C/C(/C=C/C2C=CC=CC=2)=O)=CC=1.C1C=CC(/C=C/C(/C=C/C2C=CC=CC=2)=O)=CC=1.[Pd].[Pd]. The product is [CH3:23][N:22]1[C:21]([C:2]2[CH:7]=[CH:6][C:5]([S:8]([N:11]3[CH2:15][CH2:14][CH2:13][CH2:12]3)(=[O:10])=[O:9])=[CH:4][CH:3]=2)=[CH:20][CH:19]=[C:18]1[C:16]#[N:17]. The yield is 0.0600. (7) The reactants are [CH3:1][C:2]1[O:6][C:5]([C:7]2[CH:12]=[CH:11][CH:10]=[CH:9][CH:8]=2)=[N:4][C:3]=1[CH2:13][O:14][C:15]1[CH:38]=[CH:37][C:18]([CH2:19][C:20]2[S:21][C:22]([C:31]3[CH:36]=[CH:35][CH:34]=[CH:33][CH:32]=3)=[C:23]([CH2:25][CH2:26][C:27]([O:29]C)=[O:28])[N:24]=2)=[CH:17][CH:16]=1.O.[OH-].[Li+].O1CCCC1.Cl. The catalyst is CO.O. The product is [CH3:1][C:2]1[O:6][C:5]([C:7]2[CH:8]=[CH:9][CH:10]=[CH:11][CH:12]=2)=[N:4][C:3]=1[CH2:13][O:14][C:15]1[CH:38]=[CH:37][C:18]([CH2:19][C:20]2[S:21][C:22]([C:31]3[CH:32]=[CH:33][CH:34]=[CH:35][CH:36]=3)=[C:23]([CH2:25][CH2:26][C:27]([OH:29])=[O:28])[N:24]=2)=[CH:17][CH:16]=1. The yield is 0.920. (8) The catalyst is CN(C)C1C=CN=CC=1.CN(C=O)C.O. The yield is 0.250. The product is [F:1][C:2]1[CH:3]=[C:4]([CH:17]=[CH:18][C:19]=1[F:20])[O:5][C:6]1[CH:7]=[CH:8][C:9]([CH2:12][CH2:13][C:14]([NH:41][C:36]2[CH:35]=[C:34]([CH:31]3[CH2:30][CH2:29][N:28]([C:26]([O:25][C:21]([CH3:24])([CH3:23])[CH3:22])=[O:27])[CH2:33][CH2:32]3)[CH:39]=[CH:38][C:37]=2[F:40])=[O:16])=[CH:10][CH:11]=1. The reactants are [F:1][C:2]1[CH:3]=[C:4]([CH:17]=[CH:18][C:19]=1[F:20])[O:5][C:6]1[CH:11]=[CH:10][C:9]([CH2:12][CH2:13][C:14]([OH:16])=O)=[CH:8][CH:7]=1.[C:21]([O:25][C:26]([N:28]1[CH2:33][CH2:32][CH:31]([C:34]2[CH:39]=[CH:38][C:37]([F:40])=[C:36]([NH2:41])[CH:35]=2)[CH2:30][CH2:29]1)=[O:27])([CH3:24])([CH3:23])[CH3:22].Cl.CN(C)CCCN=C=NCC.C(Cl)Cl. (9) The reactants are [N:1]1([CH2:6][CH2:7][CH2:8][O:9][C:10]2[CH:15]=[CH:14][C:13]([C:16]3([CH2:22][NH2:23])[CH2:21][CH2:20][O:19][CH2:18][CH2:17]3)=[CH:12][CH:11]=2)[CH2:5][CH2:4][CH2:3][CH2:2]1.C(N(CC)CC)C.[C:31]1([CH2:37][S:38](Cl)(=[O:40])=[O:39])[CH:36]=[CH:35][CH:34]=[CH:33][CH:32]=1. The product is [C:31]1([CH2:37][S:38]([NH:23][CH2:22][C:16]2([C:13]3[CH:14]=[CH:15][C:10]([O:9][CH2:8][CH2:7][CH2:6][N:1]4[CH2:5][CH2:4][CH2:3][CH2:2]4)=[CH:11][CH:12]=3)[CH2:17][CH2:18][O:19][CH2:20][CH2:21]2)(=[O:40])=[O:39])[CH:36]=[CH:35][CH:34]=[CH:33][CH:32]=1. The catalyst is ClCCl. The yield is 0.690. (10) The reactants are [C:1]([O:4][CH2:5][C:6]1[C:7]([N:21]2[CH2:33][CH2:32][N:24]3[C:25]4[CH2:26][CH2:27][CH2:28][CH2:29][C:30]=4[CH:31]=[C:23]3[C:22]2=[O:34])=[N:8][CH:9]=[CH:10][C:11]=1[C:12]1[CH:17]=[C:16](Br)[C:15](=[O:19])[N:14]([CH3:20])[CH:13]=1)(=[O:3])[CH3:2].[CH3:35][N:36]1[CH:41]([CH3:42])[CH2:40][N:39]2[N:43]=[C:44]([NH2:46])[CH:45]=[C:38]2[CH2:37]1.C(=O)([O-])[O-].[Cs+].[Cs+].CC1(C)C2C(=C(P(C3C=CC=CC=3)C3C=CC=CC=3)C=CC=2)OC2C(P(C3C=CC=CC=3)C3C=CC=CC=3)=CC=CC1=2. The catalyst is C1C=CC(/C=C/C(/C=C/C2C=CC=CC=2)=O)=CC=1.C1C=CC(/C=C/C(/C=C/C2C=CC=CC=2)=O)=CC=1.C1C=CC(/C=C/C(/C=C/C2C=CC=CC=2)=O)=CC=1.[Pd].[Pd].O1CCOCC1. The product is [C:1]([O:4][CH2:5][C:6]1[C:7]([N:21]2[CH2:33][CH2:32][N:24]3[C:25]4[CH2:26][CH2:27][CH2:28][CH2:29][C:30]=4[CH:31]=[C:23]3[C:22]2=[O:34])=[N:8][CH:9]=[CH:10][C:11]=1[C:12]1[CH:17]=[C:16]([NH:46][C:44]2[CH:45]=[C:38]3[CH2:37][N:36]([CH3:35])[CH:41]([CH3:42])[CH2:40][N:39]3[N:43]=2)[C:15](=[O:19])[N:14]([CH3:20])[CH:13]=1)(=[O:3])[CH3:2]. The yield is 0.130.